From a dataset of Forward reaction prediction with 1.9M reactions from USPTO patents (1976-2016). Predict the product of the given reaction. (1) Given the reactants Br[C:2]1[C:3]([NH:14][C:15]2[C:24]3[C:19](=[CH:20][C:21]([F:26])=[CH:22][C:23]=3[F:25])[N:18]=[C:17]([C:27]3[CH:32]=[C:31]([CH3:33])[CH:30]=[CH:29][N:28]=3)[C:16]=2[CH3:34])=[CH:4][C:5]([N:8]2[CH2:13][CH2:12][O:11][CH2:10][CH2:9]2)=[N:6][CH:7]=1.[O:35]1[CH2:40][CH:39]=[C:38](B2OC(C)(C)C(C)(C)O2)[CH2:37][CH2:36]1.C1(P(C2CCCCC2)C2CCCCC2)CCCCC1.[O-]P([O-])([O-])=O.[K+].[K+].[K+], predict the reaction product. The product is: [O:35]1[CH2:36][CH:37]=[C:38]([C:2]2[C:3]([NH:14][C:15]3[C:24]4[C:19](=[CH:20][C:21]([F:26])=[CH:22][C:23]=4[F:25])[N:18]=[C:17]([C:27]4[CH:32]=[C:31]([CH3:33])[CH:30]=[CH:29][N:28]=4)[C:16]=3[CH3:34])=[CH:4][C:5]([N:8]3[CH2:13][CH2:12][O:11][CH2:10][CH2:9]3)=[N:6][CH:7]=2)[CH2:39][CH2:40]1. (2) Given the reactants [C:1]([O:5][C:6](=[O:18])[NH:7][CH2:8][C:9]1[CH:14]=[CH:13][C:12]([OH:15])=[CH:11][C:10]=1[O:16][CH3:17])([CH3:4])([CH3:3])[CH3:2].Br[CH2:20][CH2:21][OH:22], predict the reaction product. The product is: [C:1]([O:5][C:6](=[O:18])[NH:7][CH2:8][C:9]1[CH:14]=[CH:13][C:12]([O:15][CH2:20][CH2:21][OH:22])=[CH:11][C:10]=1[O:16][CH3:17])([CH3:4])([CH3:3])[CH3:2]. (3) The product is: [CH3:27][CH:28]([O:1][C:2]1[CH:3]=[C:4]([O:16][C:17]2[CH:22]=[CH:21][C:20]([S:23]([CH3:26])(=[O:25])=[O:24])=[CH:19][CH:18]=2)[CH:5]=[C:6]2[C:10]=1[NH:9][C:8]([C:11]([O:13][CH2:14][CH3:15])=[O:12])=[CH:7]2)[CH3:29]. Given the reactants [OH:1][C:2]1[CH:3]=[C:4]([O:16][C:17]2[CH:22]=[CH:21][C:20]([S:23]([CH3:26])(=[O:25])=[O:24])=[CH:19][CH:18]=2)[CH:5]=[C:6]2[C:10]=1[NH:9][C:8]([C:11]([O:13][CH2:14][CH3:15])=[O:12])=[CH:7]2.[CH2:27](P(CCCC)CCCC)[CH2:28][CH2:29]C.N(C(N1CCCCC1)=O)=NC(N1CCCCC1)=O.CC(O)C, predict the reaction product. (4) Given the reactants [CH3:1][N:2]1[C:11]2[C:6](=[CH:7][C:8]([S:12](Cl)(=[O:14])=[O:13])=[CH:9][CH:10]=2)[N:5]([CH3:16])[C:4](=[O:17])[C:3]1=[O:18].[O:19]1[CH2:24][CH2:23][O:22][C:21]2[CH:25]=[C:26]([NH2:29])[CH:27]=[CH:28][C:20]1=2.C(N(CC)CC)C, predict the reaction product. The product is: [O:19]1[CH2:24][CH2:23][O:22][C:21]2[CH:25]=[C:26]([NH:29][S:12]([C:8]3[CH:7]=[C:6]4[C:11](=[CH:10][CH:9]=3)[N:2]([CH3:1])[C:3](=[O:18])[C:4](=[O:17])[N:5]4[CH3:16])(=[O:14])=[O:13])[CH:27]=[CH:28][C:20]1=2. (5) Given the reactants CON(C)[C:4]([C:6]1[C:15](=[O:16])[C:14]2[C:9](=[N:10][CH:11]=[CH:12][CH:13]=2)[N:8]([CH2:17][C:18]2[CH:23]=[CH:22][CH:21]=[C:20]([Br:24])[N:19]=2)[CH:7]=1)=[O:5].[CH3:26][O:27][C:28]1[CH:29]=[C:30]([Mg]Br)[CH:31]=[CH:32][C:33]=1[O:34][CH3:35], predict the reaction product. The product is: [Br:24][C:20]1[N:19]=[C:18]([CH2:17][N:8]2[C:9]3[C:14](=[CH:13][CH:12]=[CH:11][N:10]=3)[C:15](=[O:16])[C:6]([C:4](=[O:5])[C:31]3[CH:30]=[CH:29][C:28]([O:27][CH3:26])=[C:33]([O:34][CH3:35])[CH:32]=3)=[CH:7]2)[CH:23]=[CH:22][CH:21]=1. (6) Given the reactants C(S[C:9]1[CH:18]=[C:17]2[C:12]([C:13]([Br:21])=[CH:14][N:15]([CH3:20])[C:16]2=[O:19])=[CH:11][CH:10]=1)C1C=CC=CC=1.C(Cl)Cl.C(O)(=O)C.[S:29]([Cl:33])(Cl)(=[O:31])=[O:30], predict the reaction product. The product is: [Br:21][C:13]1[C:12]2[C:17](=[CH:18][C:9]([S:29]([Cl:33])(=[O:31])=[O:30])=[CH:10][CH:11]=2)[C:16](=[O:19])[N:15]([CH3:20])[CH:14]=1. (7) Given the reactants [OH:1][B:2]1[C:6]2[CH:7]=[C:8]([CH2:11][NH:12]C(=O)OC(C)(C)C)[CH:9]=[CH:10][C:5]=2[C:4]([CH3:21])([CH3:20])[O:3]1.[ClH:22], predict the reaction product. The product is: [ClH:22].[NH2:12][CH2:11][C:8]1[CH:9]=[CH:10][C:5]2[C:4]([CH3:21])([CH3:20])[O:3][B:2]([OH:1])[C:6]=2[CH:7]=1.